Dataset: Reaction yield outcomes from USPTO patents with 853,638 reactions. Task: Predict the reaction yield, written as a fraction of the theoretical maximum amount of product (1.0 means a 100% yield; for example, 0.34 means a 34% yield). (1) The catalyst is C1(N)CCCC1. The product is [CH:1]1([NH:6][C:21]2[N:16]3[N:15]=[C:14]([CH2:25][CH:26]([CH3:28])[CH3:27])[C:13]([C:11]4[CH:10]=[CH:9][N:8]=[C:7]([NH:6][CH:1]5[CH2:5][CH2:4][CH2:3][CH2:2]5)[N:12]=4)=[C:17]3[CH:18]=[CH:19][CH:20]=2)[CH2:5][CH2:4][CH2:3][CH2:2]1. The reactants are [CH:1]1([NH:6][C:7]2[N:12]=[C:11]([C:13]3[C:14]([CH2:25][CH:26]([CH3:28])[CH3:27])=[N:15][N:16]4[C:21](S(C)=O)=[CH:20][CH:19]=[CH:18][C:17]=34)[CH:10]=[CH:9][N:8]=2)[CH2:5][CH2:4][CH2:3][CH2:2]1. The yield is 0.810. (2) The yield is 0.850. The catalyst is C(Cl)(Cl)Cl. The product is [Br:1][C:2]1[CH:7]=[CH:6][N:5]=[C:4]([C:9]2[CH:14]=[CH:13][CH:12]=[CH:11][N:10]=2)[CH:3]=1. The reactants are [Br:1][C:2]1[CH:3]=[C:4]([C:9]2[CH:14]=[CH:13][CH:12]=[CH:11][N:10]=2)[N+:5]([O-])=[CH:6][CH:7]=1.P(Cl)(Cl)Cl. (3) The reactants are Cl[C:2]1[N:10]=[C:9](Cl)[CH:8]=[CH:7][C:3]=1[C:4]([NH2:6])=[O:5].[O:12]([C:19]1[CH:24]=[CH:23][C:22]([OH:25])=[CH:21][CH:20]=1)[C:13]1[CH:18]=[CH:17][CH:16]=[CH:15][CH:14]=1.CC1(C)C(C)(C)OB([C:34]2[CH2:35][N:36]([C:39]([O:41]C(C)(C)C)=O)[CH2:37][CH:38]=2)O1.[C:47](Cl)(=O)[CH:48]=C.N1C=CCCC1.N1CCCCC1. The catalyst is [Pd]. The product is [C:39]([N:36]1[CH2:35][CH2:34][CH:38]([C:9]2[CH:8]=[CH:7][C:3]([C:4]([NH2:6])=[O:5])=[C:2]([O:25][C:22]3[CH:21]=[CH:20][C:19]([O:12][C:13]4[CH:18]=[CH:17][CH:16]=[CH:15][CH:14]=4)=[CH:24][CH:23]=3)[N:10]=2)[CH2:37]1)(=[O:41])[CH:47]=[CH2:48]. The yield is 0.610.